This data is from Forward reaction prediction with 1.9M reactions from USPTO patents (1976-2016). The task is: Predict the product of the given reaction. (1) Given the reactants [Cl:1][C:2]1[N:3]=[N:4][C:5]([C:11]2[CH:16]=[CH:15][N:14]=[CH:13][CH:12]=2)=[CH:6][C:7]=1[C:8](Cl)=[O:9].[Cl:17][C:18]1[CH:25]=[C:24]([Cl:26])[CH:23]=[CH:22][C:19]=1[CH2:20][NH2:21], predict the reaction product. The product is: [Cl:1][C:2]1[N:3]=[N:4][C:5]([C:11]2[CH:16]=[CH:15][N:14]=[CH:13][CH:12]=2)=[CH:6][C:7]=1[C:8]([NH:21][CH2:20][C:19]1[CH:22]=[CH:23][C:24]([Cl:26])=[CH:25][C:18]=1[Cl:17])=[O:9]. (2) Given the reactants [NH:1]1[C:9]2[C:4](=[CH:5][CH:6]=[CH:7][CH:8]=2)[C:3]([C:10]([O:12][CH2:13][C:14]23[CH2:21][CH2:20][N:17]([CH2:18][CH2:19]2)C[CH2:15]3)=[O:11])=[CH:2]1.N12CC([CH2:29][OH:30])(CC1)CC2, predict the reaction product. The product is: [CH3:29][O:30][C:7]1[CH:8]=[C:9]2[C:4]([C:3]([C:10]([O:12][CH2:13][C:14]34[CH2:15][N:17]([CH2:18][CH2:19]3)[CH2:20][CH2:21]4)=[O:11])=[CH:2][NH:1]2)=[CH:5][CH:6]=1. (3) Given the reactants [Cl:1][C:2]1[CH:10]=[CH:9][C:8]2[NH:7][C:6]3[CH2:11][CH2:12][N:13]([CH3:16])[CH2:14][CH2:15][C:5]=3[C:4]=2[CH:3]=1.N1CCC[C@H]1C(O)=O.[O-]P([O-])([O-])=O.[K+].[K+].[K+].Cl[CH2:34][C:35]([NH:37][C:38]1[CH:43]=[CH:42][C:41]([F:44])=[CH:40][CH:39]=1)=[O:36], predict the reaction product. The product is: [Cl:1][C:2]1[CH:10]=[CH:9][C:8]2[N:7]([CH2:34][C:35]([NH:37][C:38]3[CH:43]=[CH:42][C:41]([F:44])=[CH:40][CH:39]=3)=[O:36])[C:6]3[CH2:11][CH2:12][N:13]([CH3:16])[CH2:14][CH2:15][C:5]=3[C:4]=2[CH:3]=1. (4) The product is: [CH2:28]([C:2]1[C:3]([O:21][CH3:22])=[N:4][C:5]([C:17]([F:20])([F:19])[F:18])=[CH:6][C:7]=1[CH2:8][O:9][Si:10]([C:13]([CH3:16])([CH3:15])[CH3:14])([CH3:12])[CH3:11])[CH:23]=[CH2:24]. Given the reactants Br[C:2]1[C:3]([O:21][CH3:22])=[N:4][C:5]([C:17]([F:20])([F:19])[F:18])=[CH:6][C:7]=1[CH2:8][O:9][Si:10]([C:13]([CH3:16])([CH3:15])[CH3:14])([CH3:12])[CH3:11].[C:23]1(C)[CH:28]=CC=C[CH:24]=1, predict the reaction product. (5) Given the reactants Cl.[CH3:2][C@@H:3]1[C:8](=[O:9])[NH:7][C:6]2[CH:10]=[C:11]([CH2:14][NH2:15])[CH:12]=[CH:13][C:5]=2[O:4]1.[F:16][C:17]([F:23])([F:22])[CH2:18][CH2:19][CH:20]=O.C(N(CC)CC)C.[BH4-].[Na+], predict the reaction product. The product is: [CH3:2][C@@H:3]1[C:8](=[O:9])[NH:7][C:6]2[CH:10]=[C:11]([CH2:14][NH:15][CH2:20][CH2:19][CH2:18][C:17]([F:23])([F:22])[F:16])[CH:12]=[CH:13][C:5]=2[O:4]1. (6) Given the reactants [C:1]([NH:4][CH2:5][CH2:6][N:7]1[CH2:16][CH:15]2[CH:10]([CH2:11][CH2:12][CH2:13][CH2:14]2)[N:9]2[C:17](=[O:46])[C:18]3[N:19]([CH:21]=[C:22]([C:34]([NH:36][CH2:37][C:38]4[CH:43]=[CH:42][C:41]([F:44])=[CH:40][C:39]=4[F:45])=[O:35])[C:23](=[O:33])[C:24]=3[O:25]CC3C=CC=CC=3)[CH2:20][CH:8]12)(=[O:3])[CH3:2], predict the reaction product. The product is: [C:1]([NH:4][CH2:5][CH2:6][N:7]1[CH2:16][CH:15]2[CH:10]([CH2:11][CH2:12][CH2:13][CH2:14]2)[N:9]2[C:17](=[O:46])[C:18]3[N:19]([CH:21]=[C:22]([C:34]([NH:36][CH2:37][C:38]4[CH:43]=[CH:42][C:41]([F:44])=[CH:40][C:39]=4[F:45])=[O:35])[C:23](=[O:33])[C:24]=3[OH:25])[CH2:20][CH:8]12)(=[O:3])[CH3:2]. (7) Given the reactants [NH2:1][CH:2]1[CH2:7][CH2:6][N:5]([CH2:8][CH2:9][N:10]2[C:19]3[C:14](=[CH:15][CH:16]=[C:17]([O:20][CH3:21])[CH:18]=3)[CH:13]=[CH:12][C:11]2=[O:22])[CH2:4][CH2:3]1.[O:23]1[C:32]2[CH:31]=[C:30]([CH:33]=O)[N:29]=[CH:28][C:27]=2[O:26][CH2:25][CH2:24]1.C(O[BH-](OC(=O)C)OC(=O)C)(=O)C.[Na+], predict the reaction product. The product is: [O:23]1[C:32]2[CH:31]=[C:30]([CH2:33][NH:1][CH:2]3[CH2:7][CH2:6][N:5]([CH2:8][CH2:9][N:10]4[C:19]5[C:14](=[CH:15][CH:16]=[C:17]([O:20][CH3:21])[CH:18]=5)[CH:13]=[CH:12][C:11]4=[O:22])[CH2:4][CH2:3]3)[N:29]=[CH:28][C:27]=2[O:26][CH2:25][CH2:24]1. (8) Given the reactants CO.[F:3][C:4]1[CH:9]=[CH:8][C:7]([F:10])=[CH:6][C:5]=1[C@H:11]1[CH2:15][CH2:14][CH2:13][N:12]1[C:16]1[CH:21]=[CH:20][N:19]2[N:22]=[CH:23][C:24]([NH:25][C:26]([N:28]3[CH2:33][CH2:32][N:31]([CH3:34])[CH2:30][CH2:29]3)=[O:27])=[C:18]2[N:17]=1.[ClH:35], predict the reaction product. The product is: [ClH:35].[F:3][C:4]1[CH:9]=[CH:8][C:7]([F:10])=[CH:6][C:5]=1[C@H:11]1[CH2:15][CH2:14][CH2:13][N:12]1[C:16]1[CH:21]=[CH:20][N:19]2[N:22]=[CH:23][C:24]([NH:25][C:26]([N:28]3[CH2:33][CH2:32][N:31]([CH3:34])[CH2:30][CH2:29]3)=[O:27])=[C:18]2[N:17]=1. (9) Given the reactants [CH3:1][CH:2]1[CH:7]([C:8]([O:10][CH2:11][CH3:12])=[O:9])[C:6](=[O:13])[NH:5][C:4]([S:14][CH3:15])=[N:3]1.BrN1C(=O)CCC1=O.C(=O)([O-])[O-].[K+].[K+], predict the reaction product. The product is: [CH3:1][C:2]1[N:3]=[C:4]([S:14][CH3:15])[NH:5][C:6](=[O:13])[C:7]=1[C:8]([O:10][CH2:11][CH3:12])=[O:9]. (10) The product is: [NH2:25][C:13]1[CH:12]=[C:11]2[C:16]([C:8]([C:6]3[CH:5]=[CH:4][N:3]=[C:2]([CH3:1])[CH:7]=3)=[N:9][N:10]2[C:28]([C:35]2[CH:40]=[CH:39][CH:38]=[CH:37][CH:36]=2)([C:41]2[CH:42]=[CH:43][CH:44]=[CH:45][CH:46]=2)[C:29]2[CH:30]=[CH:31][CH:32]=[CH:33][CH:34]=2)=[CH:15][C:14]=1[CH2:17][CH2:18][CH2:19][C:20]([O:22][CH2:23][CH3:24])=[O:21]. Given the reactants [CH3:1][C:2]1[CH:7]=[C:6]([C:8]2[C:16]3[C:11](=[CH:12][C:13]([N+:25]([O-])=O)=[C:14]([CH2:17][CH2:18][CH2:19][C:20]([O:22][CH2:23][CH3:24])=[O:21])[CH:15]=3)[N:10]([C:28]([C:41]3[CH:46]=[CH:45][CH:44]=[CH:43][CH:42]=3)([C:35]3[CH:40]=[CH:39][CH:38]=[CH:37][CH:36]=3)[C:29]3[CH:34]=[CH:33][CH:32]=[CH:31][CH:30]=3)[N:9]=2)[CH:5]=[CH:4][N:3]=1, predict the reaction product.